From a dataset of Peptide-MHC class II binding affinity with 134,281 pairs from IEDB. Regression. Given a peptide amino acid sequence and an MHC pseudo amino acid sequence, predict their binding affinity value. This is MHC class II binding data. (1) The binding affinity (normalized) is 0.891. The peptide sequence is AFILDGDNLFPKC. The MHC is DRB3_0101 with pseudo-sequence DRB3_0101. (2) The peptide sequence is NILTVLLKTALLIVS. The MHC is DRB1_0101 with pseudo-sequence DRB1_0101. The binding affinity (normalized) is 0.455. (3) The peptide sequence is FERQYKELQTQAEDDRR. The binding affinity (normalized) is 0.471. The MHC is DRB1_0401 with pseudo-sequence DRB1_0401. (4) The peptide sequence is KRVPMALQHFGWEVM. The MHC is DRB4_0103 with pseudo-sequence DRB4_0103. The binding affinity (normalized) is 0.619. (5) The peptide sequence is NRQILDNAAKYVEHD. The MHC is HLA-DQA10401-DQB10402 with pseudo-sequence HLA-DQA10401-DQB10402. The binding affinity (normalized) is 0.428. (6) The peptide sequence is AYDTYKSIPSLEAAV. The MHC is DRB1_0405 with pseudo-sequence DRB1_0405. The binding affinity (normalized) is 0.196.